Dataset: Catalyst prediction with 721,799 reactions and 888 catalyst types from USPTO. Task: Predict which catalyst facilitates the given reaction. (1) Reactant: Cl.O1CCOCC1.C(OC([N:15]1[CH2:20][CH2:19][CH:18]([C:21]2[O:22][C:23]([CH:26]([CH3:28])[CH3:27])=[N:24][N:25]=2)[CH2:17][CH2:16]1)=O)(C)(C)C. Product: [CH:26]([C:23]1[O:22][C:21]([CH:18]2[CH2:19][CH2:20][NH:15][CH2:16][CH2:17]2)=[N:25][N:24]=1)([CH3:28])[CH3:27]. The catalyst class is: 12. (2) Reactant: [CH3:1][C:2]1[CH:3]=[C:4]([CH:6]=[C:7](B2OC(C)(C)C(C)(C)O2)[CH:8]=1)[NH2:5].Br[C:19]1[S:23][C:22]([C:24]2([OH:36])[CH2:29][CH2:28][CH:27]([C:30]([O:32][CH2:33][CH3:34])=[O:31])[CH:26]([CH3:35])[CH2:25]2)=[N:21][CH:20]=1.CC(C1C=C(C(C)C)C(C2C=CC=CC=2P(C2CCCCC2)C2CCCCC2)=C(C(C)C)C=1)C.C([O-])([O-])=O.[Cs+].[Cs+]. Product: [NH2:5][C:4]1[CH:6]=[C:7]([C:19]2[S:23][C:22]([C:24]3([OH:36])[CH2:29][CH2:28][CH:27]([C:30]([O:32][CH2:33][CH3:34])=[O:31])[CH:26]([CH3:35])[CH2:25]3)=[N:21][CH:20]=2)[CH:8]=[C:2]([CH3:1])[CH:3]=1. The catalyst class is: 110. (3) Reactant: [Cl:1][C:2]1[N:7]=[CH:6][C:5]([C@@H:8]([OH:31])[CH2:9][NH:10][C@@H:11]2[CH2:20][C:19]3[CH:18]=[C:17]([C:21]4[CH:30]=[CH:29][C:24]([C:25]([O:27]C)=[O:26])=[CH:23][CH:22]=4)[CH:16]=[CH:15][C:14]=3[CH2:13][CH2:12]2)=[CH:4][CH:3]=1.[OH-].[Na+:33]. Product: [Cl:1][C:2]1[N:7]=[CH:6][C:5]([C@@H:8]([OH:31])[CH2:9][NH:10][C@@H:11]2[CH2:20][C:19]3[CH:18]=[C:17]([C:21]4[CH:30]=[CH:29][C:24]([C:25]([O-:27])=[O:26])=[CH:23][CH:22]=4)[CH:16]=[CH:15][C:14]=3[CH2:13][CH2:12]2)=[CH:4][CH:3]=1.[Na+:33]. The catalyst class is: 5.